This data is from Experimentally validated miRNA-target interactions with 360,000+ pairs, plus equal number of negative samples. The task is: Binary Classification. Given a miRNA mature sequence and a target amino acid sequence, predict their likelihood of interaction. (1) The miRNA is hsa-miR-1303 with sequence UUUAGAGACGGGGUCUUGCUCU. Result: 0 (no interaction). The protein sequence of the target gene is MKRERGALSRASRALRLSPFVYLLLIQPVPLEGVNITSPVRLIHGTVGKSALLSVQYSSTSSDKPVVKWQLKRDKPVTVVQSIGTEVIGTLRPDYRDRIRLFENGSLLLSDLQLADEGTYEVEISITDDTFTGEKTINLTVDVPISRPQVLVASTTVLELSEAFTLNCSHENGTKPSYTWLKDGKPLLNDSRMLLSPDQKVLTITRVLMEDDDLYSCVVENPISQVRSLPVKITVYRRSSLYIILSTGGIFLLVTLVTVCACWKPSKKSRKKRKLEKQNSLEYMDQNDDRLKSEADTLPR.... (2) The miRNA is hsa-miR-887-5p with sequence CUUGGGAGCCCUGUUAGACUC. The protein sequence of the target gene is MSDEFSLADALPEHSPAKTSAVSNTKPGQPPQGWPGSNPWNNPSAPSSVPSGLPPSATPSTVPFGPAPTGMYPSVPPTGPPPGPPAPFPPSGPSCPPPGGPYPAPTVPGPGPTGPYPTPNMPFPELPRPYGAPTDPAAAGPLGPWGSMSSGPWAPGMGGQYPTPNMPYPSPGPYPAPPPPQAPGAAPPVPWGTVPPGAWGPPAPYPAPTGSYPTPGLYPTPSNPFQVPSGPSGAPPMPGGPHSYH. Result: 1 (interaction). (3) The miRNA is hsa-miR-4649-3p with sequence UCUGAGGCCUGCCUCUCCCCA. The protein sequence of the target gene is MESISMMGSPKSLSETFLPNGINGIKDARKVTVGVIGSGDFAKSLTIRLIRCGYHVVIGSRNPKFASEFFPHVVDVTHHEDALTKTNIIFVAIHREHYTSLWDLRHLLVGKILIDVSNNMRINQYPESNAEYLASLFPDSLIVKGFNVVSAWALQLGPKDASRQVYICSNNIQARQQVIELARQLNFIPIDLGSLSSAREIENLPLRLFTLWRGPVVVAISLATFFFLYSFVRDVIHPYARNQQSDFYKIPIEIVNKTLPIVAITLLSLVYLAGLLAAAYQLYYGTKYRRFPPWLETWLQ.... Result: 1 (interaction). (4) The miRNA is hsa-miR-200a-3p with sequence UAACACUGUCUGGUAACGAUGU. The protein sequence of the target gene is MHRLPLLLLLGLLLAGSVAPARLVPKRLSQLGGFSWDNCDEGKDPAVIKSLTIQPDPIVVPGDVVVSLEGKTSVPLTAPQKVELTVEKEVAGFWVKIPCVEQLGSCSYENICDLIDEYIPPGESCPEPLHTYGLPCHCPFKEGTYSLPTSNFTVPDLELPSWLSTGNYRIQSILSSGGKRLGCIKIAASLKGR. Result: 0 (no interaction). (5) The miRNA is hsa-miR-4477b with sequence AUUAAGGACAUUUGUGAUUGAU. The protein sequence of the target gene is MASSDLEQLCSHVNEKIGNIKKTLSLRNCGQEPTLKTVLNKIGDEIIVINELLNKLELEIQYQEQTNNSLKELCESLEEDYKDIEHLKENVPSHLPQVTVTQSCVKGSDLDPEEPIKVEEPEPVKKPPKEQRSIKEMPFITCDEFNGVPSYMKSRLTYNQINDVIKEINKAVISKYKILHQPKKSMNSVTRNLYHRFIDEETKDTKGRYFIVEADIKEFTTLKADKKFHVLLNILRHCRRLSEVRGGGLTRYVIT. Result: 0 (no interaction). (6) The miRNA is hsa-miR-4495 with sequence AAUGUAAACAGGCUUUUUGCU. The protein sequence of the target gene is MDPNCSCAAGDSCTCAGSCKCKECKCTSCKKSCCSCCPVGCAKCAQGCICKGASDKCSCCA. Result: 0 (no interaction). (7) The miRNA is hsa-miR-6812-3p with sequence CCGCUCUUCCCCUGACCCCAG. The protein sequence of the target gene is MYFLTPILVAILCILVVWIFKNADRSMEKKKGEPRTRAEARPWVDEDLKDSSDLHQAEEDADEWQESEENVEHIPFSHNHYPEKEMVKRSQEFYELLNKRRSVRFISNEQVPMEVIDNVIRTAGTAPSGAHTEPWTFVVVKDPDVKHKIRKIIEEEEEINYMKRMGHRWVTDLKKLRTNWIKEYLDTAPILILIFKQVHGFAANGKKKVHYYNEISVSIACGILLAALQNAGLVTVTTTPLNCGPRLRVLLGRPAHEKLLMLLPVGYPSKEATVPDLKRKPLDQIMVTV. Result: 1 (interaction). (8) The miRNA is mmu-miR-146a-3p with sequence CCUGUGAAAUUCAGUUCUUCAG. The protein sequence of the target gene is MMYIRQRKETKPIEVSEDFPSPKEDVKLEKKLPSGCASGRFWKILSSAVGGTVALCIGLLTSVYLATLHENDLWFSNIKEVEREISFRTECGLYYSYYKQMLQAPTLLQGFHGLIYDNKTESMRTINLLQRMNIYQEVFLSVLYRVLPIQKYLEPVYFYIYTLFGLQAVYVTALYITSWLLSGTWLSGLLAALWYVTNRIDTTRVEFTIPLRENWALPFFAIQIAAITYFLRPNLQPLSERLTLLAIFVSTFLFSLTWQFNQFMMLLQALVLFILDSLDMLPAMKATWLYGIQISCLLLV.... Result: 0 (no interaction). (9) The miRNA is ssc-miR-34c with sequence AGGCAGUGUAGUUAGCUGAUUGC. The protein sequence of the target gene is MNSGILQVFQGELICPLCMNYFIDPVTIDCGHSFCRPCFYLNWQDIPFLVQCSECTKSTEQINLKTNIHLKKMASLARKVSLWLFLSSEEQMCGTHRETKKIFCEVDRSLLCLLCSSSQEHRYHRHRPIEWAAEEHREKLLQKMQSLWEKACENHRNLNVETTRTRCWKDYVNLRLEAIRAEYQKMPAFHHEEEKHNLEMLKKKGKEIFHRLHLSKAKMAHRMEILRGMYEELNEMCHKPDVELLQAFGDILHRSESVLLHMPQPLNPELSAGPITGLRDRLNQFRVHITLHHEEANSDI.... Result: 0 (no interaction).